From a dataset of Catalyst prediction with 721,799 reactions and 888 catalyst types from USPTO. Predict which catalyst facilitates the given reaction. (1) Reactant: C([Li])CCC.C(NC(C)C)(C)C.[C:13]([OH:22])(=[O:21])[CH2:14][CH2:15][CH2:16][CH2:17][CH2:18][CH2:19][CH3:20].[C:23]([Si:27]([CH3:37])([CH3:36])[O:28][CH2:29][CH2:30][CH2:31][CH2:32][CH2:33][CH:34]=[O:35])([CH3:26])([CH3:25])[CH3:24].[Cl-].[NH4+]. Product: [C:23]([Si:27]([CH3:37])([CH3:36])[O:28][CH2:29][CH2:30][CH2:31][CH2:32][CH2:33][CH:34]([OH:35])[CH:14]([CH2:15][CH2:16][CH2:17][CH2:18][CH2:19][CH3:20])[C:13]([OH:22])=[O:21])([CH3:26])([CH3:25])[CH3:24]. The catalyst class is: 323. (2) The catalyst class is: 28. Product: [CH:17]([N:20]1[CH2:21][CH2:22][N:23]([CH2:26][CH2:27][O:28][C:29]2[CH:34]=[CH:33][N:32]3[C:2]([C:5]([O:7][CH2:8][CH3:9])=[O:6])=[CH:3][N:35]=[C:31]3[CH:30]=2)[CH2:24][CH2:25]1)([CH3:19])[CH3:18]. Reactant: Cl/[C:2](/[C:5]([O:7][CH2:8][CH3:9])=[O:6])=[CH:3]/[O-].[K+].S(=O)(=O)(O)O.O.[CH:17]([N:20]1[CH2:25][CH2:24][N:23]([CH2:26][CH2:27][O:28][C:29]2[CH:34]=[CH:33][N:32]=[C:31]([NH2:35])[CH:30]=2)[CH2:22][CH2:21]1)([CH3:19])[CH3:18]. (3) Reactant: [CH2:1]([O:3][C:4]([N:6]1[CH2:11][CH2:10][N:9]([C:12](=[O:49])[C@@H:13]([NH:22][C:23]([C:25]2[CH:29]=[C:28]([O:30][CH2:31][C:32]([O:34]CC3C=CC=CC=3)=[O:33])[N:27]([C:42]3[CH:47]=[CH:46][CH:45]=[C:44]([F:48])[CH:43]=3)[N:26]=2)=[O:24])[CH2:14][C:15]([O:17][C:18]([CH3:21])([CH3:20])[CH3:19])=[O:16])[CH2:8][CH2:7]1)=[O:5])[CH3:2]. Product: [CH2:1]([O:3][C:4]([N:6]1[CH2:11][CH2:10][N:9]([C:12](=[O:49])[C@@H:13]([NH:22][C:23]([C:25]2[CH:29]=[C:28]([O:30][CH2:31][C:32]([OH:34])=[O:33])[N:27]([C:42]3[CH:47]=[CH:46][CH:45]=[C:44]([F:48])[CH:43]=3)[N:26]=2)=[O:24])[CH2:14][C:15]([O:17][C:18]([CH3:21])([CH3:20])[CH3:19])=[O:16])[CH2:8][CH2:7]1)=[O:5])[CH3:2]. The catalyst class is: 13. (4) Reactant: [F:1][C:2]1[CH:28]=[CH:27][C:5]([CH2:6][NH:7][C:8](=O)[C:9]2[C:10](=[CH:22][CH:23]=[CH:24][CH:25]=2)[C:11]([NH:13][CH2:14][C:15]2[CH:20]=[CH:19][C:18]([F:21])=[CH:17][CH:16]=2)=O)=[CH:4][CH:3]=1.C1COCC1. Product: [C:9]1([CH2:8][NH:7][CH2:6][C:5]2[CH:27]=[CH:28][C:2]([F:1])=[CH:3][CH:4]=2)[CH:25]=[CH:24][CH:23]=[CH:22][C:10]=1[CH2:11][NH:13][CH2:14][C:15]1[CH:20]=[CH:19][C:18]([F:21])=[CH:17][CH:16]=1. The catalyst class is: 5.